This data is from Full USPTO retrosynthesis dataset with 1.9M reactions from patents (1976-2016). The task is: Predict the reactants needed to synthesize the given product. (1) Given the product [CH3:16][C:17]1([CH3:33])[C:21]([CH3:23])([CH3:22])[O:20][B:19]([C:13]2[CH:12]=[CH:11][C:9]3[O:10][C:6]([C:4]([O:3][CH2:2][CH3:1])=[O:5])=[CH:7][C:8]=3[CH:14]=2)[O:18]1, predict the reactants needed to synthesize it. The reactants are: [CH3:1][CH2:2][O:3][C:4]([C:6]1[O:10][C:9]2[CH:11]=[CH:12][C:13](Br)=[CH:14][C:8]=2[CH:7]=1)=[O:5].[CH3:16][C:17]1([CH3:33])[C:21]([CH3:23])([CH3:22])[O:20][B:19]([B:19]2[O:20][C:21]([CH3:23])([CH3:22])[C:17]([CH3:33])([CH3:16])[O:18]2)[O:18]1. (2) Given the product [Fe:29]([Cl:31])[Cl:30].[Cl:1][C:2]1[CH:7]=[CH:6][CH:5]=[C:4]([CH3:8])[C:3]=1[N:9]=[C:10]([C:12]1[CH:17]=[CH:16][CH:15]=[C:14]([C:18](=[N:20][C:21]2[C:26]([CH3:27])=[CH:25][CH:24]=[CH:23][C:22]=2[Cl:28])[CH3:19])[N:13]=1)[CH3:11], predict the reactants needed to synthesize it. The reactants are: [Cl:1][C:2]1[CH:7]=[CH:6][CH:5]=[C:4]([CH3:8])[C:3]=1[N:9]=[C:10]([C:12]1[CH:17]=[CH:16][CH:15]=[C:14]([C:18](=[N:20][C:21]2[C:26]([CH3:27])=[CH:25][CH:24]=[CH:23][C:22]=2[Cl:28])[CH3:19])[N:13]=1)[CH3:11].[Fe:29]([Cl:31])[Cl:30]. (3) The reactants are: [C:1](=[O:4])([O-:3])[O-:2].[OH-].[Mg].[Ca:7]. Given the product [C:1](=[O:2])([O-:4])[O-:3].[C:1](=[O:2])([OH:4])[O-:3].[Ca+2:7].[C:1](=[O:2])([OH:4])[O-:3], predict the reactants needed to synthesize it. (4) Given the product [Cl:20][C:21]1[CH:30]=[CH:29][C:24]2[N:25]([CH2:2][C:3]([N:5]3[CH2:10][CH2:9][N:8]([C:11]4[CH:16]=[CH:15][C:14]([Cl:17])=[C:13]([O:18][CH3:19])[CH:12]=4)[CH2:7][CH2:6]3)=[O:4])[C:26](=[O:28])[NH:27][C:23]=2[CH:22]=1.[Cl:20][C:21]1[CH:30]=[CH:29][C:24]2[NH:25][C:26](=[O:28])[N:27]([CH2:2][C:3]([N:5]3[CH2:10][CH2:9][N:8]([C:11]4[CH:16]=[CH:15][C:14]([Cl:17])=[C:13]([O:18][CH3:19])[CH:12]=4)[CH2:7][CH2:6]3)=[O:4])[C:23]=2[CH:22]=1, predict the reactants needed to synthesize it. The reactants are: Cl[CH2:2][C:3]([N:5]1[CH2:10][CH2:9][N:8]([C:11]2[CH:16]=[CH:15][C:14]([Cl:17])=[C:13]([O:18][CH3:19])[CH:12]=2)[CH2:7][CH2:6]1)=[O:4].[Cl:20][C:21]1[CH:30]=[CH:29][C:24]2[NH:25][C:26](=[O:28])[NH:27][C:23]=2[CH:22]=1.C([O-])([O-])=O.[K+].[K+]. (5) Given the product [F:18][C:5]1[C:6]([N:8]2[CH2:13][CH2:12][CH:11]([C:14]([F:17])([F:16])[F:15])[CH2:10][CH2:9]2)=[CH:7][C:2]([C:24]#[N:26])=[N:3][CH:4]=1, predict the reactants needed to synthesize it. The reactants are: Cl[C:2]1[CH:7]=[C:6]([N:8]2[CH2:13][CH2:12][CH:11]([C:14]([F:17])([F:16])[F:15])[CH2:10][CH2:9]2)[C:5]([F:18])=[CH:4][N:3]=1.C(Cl)(Cl)Cl.C[C:24]([N:26](C)C)=O. (6) Given the product [NH2:31][C:10](=[O:11])[C@@H:9]([NH:8][C:6](=[O:7])[O:5][C:1]([CH3:2])([CH3:3])[CH3:4])[CH2:13][C:14]1[CH:19]=[CH:18][C:17]([S:20]([C:23]2[CH:28]=[CH:27][CH:26]=[CH:25][CH:24]=2)(=[O:21])=[O:22])=[CH:16][CH:15]=1, predict the reactants needed to synthesize it. The reactants are: [C:1]([O:5][C:6]([NH:8][C@@H:9]([CH2:13][C:14]1[CH:19]=[CH:18][C:17]([S:20]([C:23]2[CH:28]=[CH:27][CH:26]=[CH:25][CH:24]=2)(=[O:22])=[O:21])=[CH:16][CH:15]=1)[C:10](O)=[O:11])=[O:7])([CH3:4])([CH3:3])[CH3:2].C([N:31]1CCOCC1)C.CN(C(ON1N=NC2C=CC=CC1=2)=[N+](C)C)C.[B-](F)(F)(F)F.N. (7) Given the product [Cl:1][C:2]1[CH:7]=[CH:6][CH:5]=[C:4]([F:8])[C:3]=1[NH:9][C:10]1[NH:22][C:21]2[C:16]3[N:17]=[C:18]([CH3:20])[O:19][C:15]=3[C:14]([C:23]([OH:25])=[O:24])=[CH:13][C:12]=2[N:11]=1, predict the reactants needed to synthesize it. The reactants are: [Cl:1][C:2]1[CH:7]=[CH:6][CH:5]=[C:4]([F:8])[C:3]=1[NH:9][C:10]1[NH:22][C:21]2[C:16]3[N:17]=[C:18]([CH3:20])[O:19][C:15]=3[C:14]([C:23]([O:25]C)=[O:24])=[CH:13][C:12]=2[N:11]=1.[OH-].[Na+]. (8) Given the product [CH2:18]([N:9]1[C:8]([C:4]2[CH:5]=[CH:6][CH:7]=[C:2]([Br:1])[CH:3]=2)([CH3:15])[CH2:12][O:11][S:10]1(=[O:14])=[O:13])[CH:17]=[CH2:16], predict the reactants needed to synthesize it. The reactants are: [Br:1][C:2]1[CH:3]=[C:4]([C:8]2([CH3:15])[CH2:12][O:11][S:10](=[O:14])(=[O:13])[NH:9]2)[CH:5]=[CH:6][CH:7]=1.[CH2:16](I)[CH:17]=[CH2:18].[OH-].[Na+]. (9) Given the product [OH:1][CH:2]1[O:10][C@H:9]([C:11](=[O:13])[OH:12])[C@H:7]([OH:8])[C@H:5]([OH:6])[C@H:3]1[OH:4], predict the reactants needed to synthesize it. The reactants are: [O:1]=[CH:2][C@@H:3]([C@H:5]([C@H:7]([C@@H:9]([C:11]([OH:13])=[O:12])[OH:10])[OH:8])[OH:6])[OH:4].OC1O[C@H](CO)[C@H](O)[C@H](O)[C@H]1O.